From a dataset of Reaction yield outcomes from USPTO patents with 853,638 reactions. Predict the reaction yield, written as a fraction of the theoretical maximum amount of product (1.0 means a 100% yield; for example, 0.34 means a 34% yield). (1) The reactants are [CH3:1][O:2][C:3]1[CH:4]=[C:5]2[C:11]([C:12]([O:14][CH3:15])=[O:13])=[N:10][N:9](COCC[Si](C)(C)C)[C:6]2=[N:7][CH:8]=1.Cl. No catalyst specified. The product is [CH3:1][O:2][C:3]1[CH:4]=[C:5]2[C:11]([C:12]([O:14][CH3:15])=[O:13])=[N:10][NH:9][C:6]2=[N:7][CH:8]=1. The yield is 0.920. (2) The reactants are [CH3:1][O:2][C:3]1[CH:4]=[C:5]2[C:10](=[CH:11][C:12]=1[O:13][CH3:14])[N:9]=[CH:8][N:7]=[C:6]2[O:15][C:16]1[CH:22]=[CH:21][C:19]([NH2:20])=[CH:18][CH:17]=1.C1(C)C=CC=CC=1.C(N(CC)CC)C.Cl[C:38](Cl)([O:40]C(=O)OC(Cl)(Cl)Cl)Cl.[CH2:49]([O:51][C:52]1[CH:60]=[CH:59][CH:58]=[CH:57][C:53]=1[CH:54]([OH:56])[CH3:55])[CH3:50]. The catalyst is C(Cl)Cl. The product is [CH3:1][O:2][C:3]1[CH:4]=[C:5]2[C:10](=[CH:11][C:12]=1[O:13][CH3:14])[N:9]=[CH:8][N:7]=[C:6]2[O:15][C:16]1[CH:22]=[CH:21][C:19]([NH:20][C:38](=[O:40])[O:56][CH:54]([C:53]2[CH:57]=[CH:58][CH:59]=[CH:60][C:52]=2[O:51][CH2:49][CH3:50])[CH3:55])=[CH:18][CH:17]=1. The yield is 0.460. (3) The reactants are Br[C@@H:2]1[CH2:11][C@@H:10]2[C@:5]([CH3:14])([CH2:6][CH2:7][CH2:8][C:9]2([CH3:13])[CH3:12])[C@@H:4]([CH2:15][C:16]([N:18]([C:20]2[CH:25]=[C:24]([OH:26])[CH:23]=[C:22]([OH:27])[CH:21]=2)[CH3:19])=[O:17])[C@H:3]1[CH3:28].C1CCN2C(=NCCC2)CC1. The catalyst is C1(C)C=CC=CC=1.C(Cl)Cl. The product is [CH3:28][C:3]1[C@H:4]([CH2:15][C:16]([N:18]([C:20]2[CH:25]=[C:24]([OH:26])[CH:23]=[C:22]([OH:27])[CH:21]=2)[CH3:19])=[O:17])[C@:5]2([CH3:14])[C@@H:10]([CH2:11][CH:2]=1)[C:9]([CH3:12])([CH3:13])[CH2:8][CH2:7][CH2:6]2. The yield is 0.560.